Predict the reactants needed to synthesize the given product. From a dataset of Full USPTO retrosynthesis dataset with 1.9M reactions from patents (1976-2016). Given the product [CH3:16][N:14]([CH3:15])[C:12]1[C:11]([C:17]([F:18])([F:20])[F:19])=[CH:10][C:9]2[NH:21][C:22](=[O:39])[CH2:23][C:24]([C:26]3[CH:31]=[CH:30][CH:29]=[C:28]([C:32]4[CH:33]=[N:34][C:35]([CH3:38])=[CH:36][CH:37]=4)[CH:27]=3)=[N:7][C:8]=2[CH:13]=1, predict the reactants needed to synthesize it. The reactants are: C(OC(=O)[NH:7][C:8]1[CH:13]=[C:12]([N:14]([CH3:16])[CH3:15])[C:11]([C:17]([F:20])([F:19])[F:18])=[CH:10][C:9]=1[NH:21][C:22](=[O:39])[CH2:23][C:24]([C:26]1[CH:31]=[CH:30][CH:29]=[C:28]([C:32]2[CH:33]=[N:34][C:35]([CH3:38])=[CH:36][CH:37]=2)[CH:27]=1)=O)(C)(C)C.C(O)(C(F)(F)F)=O.